Dataset: Catalyst prediction with 721,799 reactions and 888 catalyst types from USPTO. Task: Predict which catalyst facilitates the given reaction. Reactant: C[O:2][C:3]1[CH:8]=[CH:7][C:6]([CH2:9][C:10]2[CH:15]=[CH:14][C:13]([C:16]3[O:17][CH:18]=[CH:19][N:20]=3)=[CH:12][CH:11]=2)=[CH:5][CH:4]=1. Product: [O:17]1[CH:18]=[CH:19][N:20]=[C:16]1[C:13]1[CH:12]=[CH:11][C:10]([CH2:9][C:6]2[CH:7]=[CH:8][C:3]([OH:2])=[CH:4][CH:5]=2)=[CH:15][CH:14]=1. The catalyst class is: 4.